Dataset: Full USPTO retrosynthesis dataset with 1.9M reactions from patents (1976-2016). Task: Predict the reactants needed to synthesize the given product. (1) Given the product [C:1]([O:7][C:8]1[C:13](=[O:14])[N:12]([CH:15]([CH3:17])[CH3:16])[C:11](=[O:18])[N:10]2[CH:19]([CH2:32][CH2:33][OH:34])[CH2:20][N:21]([CH2:24][C:25]3[CH:26]=[CH:27][C:28]([F:31])=[CH:29][CH:30]=3)[C:22](=[O:23])[C:9]=12)(=[O:6])[C:2]([CH3:5])([CH3:4])[CH3:3], predict the reactants needed to synthesize it. The reactants are: [C:1]([O:7][C:8]1[C:13](=[O:14])[N:12]([CH:15]([CH3:17])[CH3:16])[C:11](=[O:18])[N:10]2[CH:19]([CH2:32][CH2:33][O:34]CC3C=CC=CC=3)[CH2:20][N:21]([CH2:24][C:25]3[CH:30]=[CH:29][C:28]([F:31])=[CH:27][CH:26]=3)[C:22](=[O:23])[C:9]=12)(=[O:6])[C:2]([CH3:5])([CH3:4])[CH3:3].[H][H]. (2) Given the product [Cl:1][C:2]1[CH:3]=[C:4]([C:5]2[O:14][C:13]3[C:8]([N:7]=2)=[N:9][CH:10]=[CH:11][CH:12]=3)[CH:15]=[CH:16][C:17]=1[CH2:18][C:19]#[N:20], predict the reactants needed to synthesize it. The reactants are: [Cl:1][C:2]1[CH:3]=[C:4]([CH:15]=[CH:16][C:17]=1[CH2:18][C:19]#[N:20])[C:5]([NH:7][C:8]1[C:13]([OH:14])=[CH:12][CH:11]=[CH:10][N:9]=1)=O. (3) The reactants are: [NH2:1][C:2]1[N:6]([CH:7]2[CH2:12][CH2:11][CH2:10][N:9](C(OC(C)(C)C)=O)[CH2:8]2)[N:5]=[C:4]([C:20]2[CH:25]=[CH:24][C:23]([O:26][C:27]3[CH:32]=[CH:31][CH:30]=[CH:29][CH:28]=3)=[CH:22][CH:21]=2)[C:3]=1[C:33](=[O:35])[NH2:34].Cl.C([O-])(O)=O.[Na+]. Given the product [NH2:1][C:2]1[N:6]([CH:7]2[CH2:12][CH2:11][CH2:10][NH:9][CH2:8]2)[N:5]=[C:4]([C:20]2[CH:21]=[CH:22][C:23]([O:26][C:27]3[CH:32]=[CH:31][CH:30]=[CH:29][CH:28]=3)=[CH:24][CH:25]=2)[C:3]=1[C:33]([NH2:34])=[O:35], predict the reactants needed to synthesize it. (4) Given the product [CH3:11][O:10][CH:7]([O:8][CH3:9])[CH2:6][N:5]([CH2:4][C:3]1[CH:12]=[CH:13][CH:14]=[CH:15][C:2]=1[F:1])[S:28]([C:25]1[CH:26]=[CH:27][C:22]([CH3:32])=[CH:23][CH:24]=1)(=[O:30])=[O:29], predict the reactants needed to synthesize it. The reactants are: [F:1][C:2]1[CH:15]=[CH:14][CH:13]=[CH:12][C:3]=1[CH2:4][NH:5][CH2:6][CH:7]([O:10][CH3:11])[O:8][CH3:9].N1C=CC=CC=1.[C:22]1([CH3:32])[CH:27]=[CH:26][C:25]([S:28](Cl)(=[O:30])=[O:29])=[CH:24][CH:23]=1. (5) Given the product [CH:1]1([C:7]2[N:16]3[C:10]([CH2:11][C:12](=[O:36])[N:13]([CH2:21][C:22]([N:24]([CH:33]([CH3:34])[CH3:35])[C:25]4[CH:30]=[CH:29][CH:28]=[CH:37][CH:26]=4)=[O:23])[C:14]4[CH:20]=[CH:19][CH:18]=[CH:17][C:15]=43)=[N:9][N:8]=2)[CH2:6][CH2:5][CH2:4][CH2:3][CH2:2]1, predict the reactants needed to synthesize it. The reactants are: [CH:1]1([C:7]2[N:16]3[C:10]([CH2:11][C:12](=[O:36])[N:13]([CH2:21][C:22]([N:24]([CH:33]([CH3:35])[CH3:34])[C:25]4[CH:26]=N[C:28](OC)=[CH:29][CH:30]=4)=[O:23])[C:14]4[CH:20]=[CH:19][CH:18]=[CH:17][C:15]=43)=[N:9][N:8]=2)[CH2:6][CH2:5][CH2:4][CH2:3][CH2:2]1.[CH:37]1(C2N3C(CC(=O)NC4C=CC=CC=43)=NN=2)CCCCC1.BrCC(N(C(C)C)C1C=CC=CC=1)=O. (6) Given the product [F:31][C:30]([F:33])([F:32])[C:28]([OH:34])=[O:29].[F:31][C:30]([F:33])([F:32])[C:28]([OH:34])=[O:29].[Cl:1][C:2]1[C:3]([N:15]2[CH2:20][CH2:19][NH:18][CH2:17][CH2:16]2)=[N:4][CH:5]=[C:6]([C:8]2[O:9][C:10]([CH2:13][CH3:14])=[CH:11][N:12]=2)[CH:7]=1, predict the reactants needed to synthesize it. The reactants are: [Cl:1][C:2]1[C:3]([N:15]2[CH2:20][CH2:19][N:18](C(OC(C)(C)C)=O)[CH2:17][CH2:16]2)=[N:4][CH:5]=[C:6]([C:8]2[O:9][C:10]([CH2:13][CH3:14])=[CH:11][N:12]=2)[CH:7]=1.[C:28]([OH:34])([C:30]([F:33])([F:32])[F:31])=[O:29].